This data is from NCI-60 drug combinations with 297,098 pairs across 59 cell lines. The task is: Regression. Given two drug SMILES strings and cell line genomic features, predict the synergy score measuring deviation from expected non-interaction effect. (1) Drug 1: C1=C(C(=O)NC(=O)N1)N(CCCl)CCCl. Drug 2: CC1=C(C=C(C=C1)C(=O)NC2=CC(=CC(=C2)C(F)(F)F)N3C=C(N=C3)C)NC4=NC=CC(=N4)C5=CN=CC=C5. Cell line: SNB-75. Synergy scores: CSS=13.1, Synergy_ZIP=3.46, Synergy_Bliss=5.31, Synergy_Loewe=3.21, Synergy_HSA=4.25. (2) Drug 1: C1CC(=O)NC(=O)C1N2CC3=C(C2=O)C=CC=C3N. Drug 2: C1C(C(OC1N2C=NC3=C(N=C(N=C32)Cl)N)CO)O. Cell line: HCT116. Synergy scores: CSS=15.6, Synergy_ZIP=1.91, Synergy_Bliss=4.63, Synergy_Loewe=3.27, Synergy_HSA=3.32. (3) Drug 1: CC12CCC(CC1=CCC3C2CCC4(C3CC=C4C5=CN=CC=C5)C)O. Drug 2: C1=NC2=C(N1)C(=S)N=C(N2)N. Cell line: SK-MEL-2. Synergy scores: CSS=15.2, Synergy_ZIP=-4.52, Synergy_Bliss=1.88, Synergy_Loewe=-3.51, Synergy_HSA=-0.996. (4) Drug 1: C1CCC(C1)C(CC#N)N2C=C(C=N2)C3=C4C=CNC4=NC=N3. Drug 2: CC1=C(C=C(C=C1)C(=O)NC2=CC(=CC(=C2)C(F)(F)F)N3C=C(N=C3)C)NC4=NC=CC(=N4)C5=CN=CC=C5. Cell line: HOP-62. Synergy scores: CSS=5.94, Synergy_ZIP=-0.896, Synergy_Bliss=2.45, Synergy_Loewe=-0.338, Synergy_HSA=0.427. (5) Drug 1: CN(C)C1=NC(=NC(=N1)N(C)C)N(C)C. Drug 2: CC1C(C(=O)NC(C(=O)N2CCCC2C(=O)N(CC(=O)N(C(C(=O)O1)C(C)C)C)C)C(C)C)NC(=O)C3=C4C(=C(C=C3)C)OC5=C(C(=O)C(=C(C5=N4)C(=O)NC6C(OC(=O)C(N(C(=O)CN(C(=O)C7CCCN7C(=O)C(NC6=O)C(C)C)C)C)C(C)C)C)N)C. Cell line: UO-31. Synergy scores: CSS=-2.14, Synergy_ZIP=1.73, Synergy_Bliss=-0.188, Synergy_Loewe=-1.71, Synergy_HSA=-2.26. (6) Drug 1: CC1=CC2C(CCC3(C2CCC3(C(=O)C)OC(=O)C)C)C4(C1=CC(=O)CC4)C. Drug 2: CC1CCCC2(C(O2)CC(NC(=O)CC(C(C(=O)C(C1O)C)(C)C)O)C(=CC3=CSC(=N3)C)C)C. Cell line: UO-31. Synergy scores: CSS=1.50, Synergy_ZIP=-0.806, Synergy_Bliss=-0.597, Synergy_Loewe=0.403, Synergy_HSA=-0.0938. (7) Drug 1: CC1=C2C(C(=O)C3(C(CC4C(C3C(C(C2(C)C)(CC1OC(=O)C(C(C5=CC=CC=C5)NC(=O)C6=CC=CC=C6)O)O)OC(=O)C7=CC=CC=C7)(CO4)OC(=O)C)O)C)OC(=O)C. Drug 2: CCC1(C2=C(COC1=O)C(=O)N3CC4=CC5=C(C=CC(=C5CN(C)C)O)N=C4C3=C2)O.Cl. Cell line: A498. Synergy scores: CSS=25.9, Synergy_ZIP=-4.59, Synergy_Bliss=3.67, Synergy_Loewe=-2.20, Synergy_HSA=3.58.